Dataset: Reaction yield outcomes from USPTO patents with 853,638 reactions. Task: Predict the reaction yield, written as a fraction of the theoretical maximum amount of product (1.0 means a 100% yield; for example, 0.34 means a 34% yield). (1) The reactants are [Cl:1][C:2]1[CH:8]=[C:7](I)[CH:6]=[CH:5][C:3]=1[NH2:4].[CH3:10][PH:11](=[O:13])[CH3:12].P([O-])([O-])([O-])=O.[K+].[K+].[K+]. The catalyst is CN(C=O)C.C([O-])(=O)C.[Pd+2].C([O-])(=O)C.CC1(C)C2C(=C(P(C3C=CC=CC=3)C3C=CC=CC=3)C=CC=2)OC2C(P(C3C=CC=CC=3)C3C=CC=CC=3)=CC=CC1=2. The product is [Cl:1][C:2]1[CH:8]=[C:7]([P:11]([CH3:12])([CH3:10])=[O:13])[CH:6]=[CH:5][C:3]=1[NH2:4]. The yield is 0.830. (2) No catalyst specified. The product is [ClH:31].[CH3:1][N:2]([CH2:4][C:5]1[CH:6]=[CH:7][C:8]([S:11]([CH2:14][C:15]2[N:16]=[C:17]([C:21]3[CH:22]=[CH:23][C:24]([C:25]([OH:27])=[O:26])=[CH:29][CH:30]=3)[O:18][C:19]=2[CH3:20])(=[O:13])=[O:12])=[CH:9][CH:10]=1)[CH3:3]. The reactants are [CH3:1][N:2]([CH2:4][C:5]1[CH:10]=[CH:9][C:8]([S:11]([CH2:14][C:15]2[N:16]=[C:17]([C:21]3[CH:30]=[CH:29][C:24]([C:25]([O:27]C)=[O:26])=[CH:23][CH:22]=3)[O:18][C:19]=2[CH3:20])(=[O:13])=[O:12])=[CH:7][CH:6]=1)[CH3:3].[ClH:31]. The yield is 0.840.